Dataset: Reaction yield outcomes from USPTO patents with 853,638 reactions. Task: Predict the reaction yield, written as a fraction of the theoretical maximum amount of product (1.0 means a 100% yield; for example, 0.34 means a 34% yield). (1) The reactants are C(O[C:4](=[O:24])[CH2:5][C:6](=O)[CH2:7][CH2:8][CH2:9][CH2:10][CH2:11][CH2:12][CH2:13][CH2:14][CH2:15][CH2:16][CH2:17][CH2:18][CH2:19][CH2:20][CH2:21][CH3:22])C.[C:25]([CH2:27][C:28]([NH2:30])=[O:29])#[N:26].N1CCCCC1. The catalyst is CO. The product is [C:25]([C:27]1[C:28]([OH:29])=[N:30][C:4]([OH:24])=[CH:5][C:6]=1[CH2:7][CH2:8][CH2:9][CH2:10][CH2:11][CH2:12][CH2:13][CH2:14][CH2:15][CH2:16][CH2:17][CH2:18][CH2:19][CH2:20][CH2:21][CH3:22])#[N:26]. The yield is 0.400. (2) The reactants are [CH2:1]([O:3][C:4](=[O:19])[CH2:5][C:6]1[C:11](=[O:12])[N:10]2[N:13]=[C:14]([CH:16]3[CH2:18][CH2:17]3)[CH:15]=[C:9]2[NH:8][CH:7]=1)[CH3:2].[H-].[Na+].[CH3:22]I. The catalyst is O1CCCC1.C(OCC)(=O)C.O. The product is [CH2:1]([O:3][C:4](=[O:19])[CH2:5][C:6]1[C:11](=[O:12])[N:10]2[N:13]=[C:14]([CH:16]3[CH2:17][CH2:18]3)[CH:15]=[C:9]2[N:8]([CH3:22])[CH:7]=1)[CH3:2]. The yield is 0.590. (3) The reactants are [F:1][C:2]([C:5]1[CH:9]=[C:8]([NH:10][C:11](=[O:19])OC2C=CC=CC=2)[O:7][N:6]=1)([CH3:4])[CH3:3].[NH2:20][C:21]1[CH:22]=[C:23]([OH:27])[CH:24]=[CH:25][CH:26]=1.CN(C1C=CC=CN=1)C. The catalyst is C1COCC1. The product is [F:1][C:2]([C:5]1[CH:9]=[C:8]([NH:10][C:11]([NH:20][C:21]2[CH:26]=[CH:25][CH:24]=[C:23]([OH:27])[CH:22]=2)=[O:19])[O:7][N:6]=1)([CH3:3])[CH3:4]. The yield is 0.740. (4) The reactants are [CH3:1][O:2][C:3]1[C:4]([C:13]([O:15]C)=[O:14])=[CH:5][C:6]2[C:11]([CH:12]=1)=[CH:10][CH:9]=[CH:8][CH:7]=2.O.[OH-].[Na+].C(O)(=O)CC(CC(O)=O)(C(O)=O)O. The yield is 0.920. The product is [CH3:1][O:2][C:3]1[C:4]([C:13]([OH:15])=[O:14])=[CH:5][C:6]2[C:11]([CH:12]=1)=[CH:10][CH:9]=[CH:8][CH:7]=2. The catalyst is CO.